From a dataset of Reaction yield outcomes from USPTO patents with 853,638 reactions. Predict the reaction yield, written as a fraction of the theoretical maximum amount of product (1.0 means a 100% yield; for example, 0.34 means a 34% yield). (1) The reactants are BrC1C=CC(Br)=CC=1C1[O:10][C:11]([C:14]2[CH:19]=[CH:18][C:17]([O:20][CH2:21][CH2:22][CH2:23][CH2:24][CH2:25][CH2:26][CH2:27][CH3:28])=[CH:16][CH:15]=2)=[N:12][N:13]=1.[Br:29][C:30]1[CH:31]=[C:32]([CH:36]=[C:37]([Br:39])[CH:38]=1)[C:33](Cl)=[O:34].C(OC1C=CC(C(NN)=O)=CC=1)CCCCCCC. No catalyst specified. The product is [Br:29][C:30]1[CH:31]=[C:32]([CH:36]=[C:37]([Br:39])[CH:38]=1)[C:33]([NH:13][NH:12][C:11](=[O:10])[C:14]1[CH:19]=[CH:18][C:17]([O:20][CH2:21][CH2:22][CH2:23][CH2:24][CH2:25][CH2:26][CH2:27][CH3:28])=[CH:16][CH:15]=1)=[O:34]. The yield is 0.360. (2) The reactants are [CH2:1]([N:8]1[CH2:17][C:16]2[N:15]=[CH:14][N:13]=[C:12](O)[C:11]=2[CH2:10][CH2:9]1)[C:2]1[CH:7]=[CH:6][CH:5]=[CH:4][CH:3]=1.O=P(Cl)(Cl)[Cl:21]. No catalyst specified. The product is [CH2:1]([N:8]1[CH2:17][C:16]2[N:15]=[CH:14][N:13]=[C:12]([Cl:21])[C:11]=2[CH2:10][CH2:9]1)[C:2]1[CH:7]=[CH:6][CH:5]=[CH:4][CH:3]=1. The yield is 0.810.